This data is from Full USPTO retrosynthesis dataset with 1.9M reactions from patents (1976-2016). The task is: Predict the reactants needed to synthesize the given product. Given the product [C:5]([C:12]1[N:11]=[C:10]([CH3:9])[N:17]2[CH:16]=[CH:15][S:14][C:13]=12)(=[O:7])[CH3:6], predict the reactants needed to synthesize it. The reactants are: [Cl-].[Al+3].[Cl-].[Cl-].[C:5](Cl)(=[O:7])[CH3:6].[CH3:9][C:10]1[N:17]2[C:13]([S:14][CH:15]=[CH:16]2)=[CH:12][N:11]=1.C(=O)([O-])[O-].[Na+].[Na+].